Predict the reactants needed to synthesize the given product. From a dataset of Full USPTO retrosynthesis dataset with 1.9M reactions from patents (1976-2016). (1) Given the product [Br:6][C:7]1[CH:8]=[C:9]([C:20]([F:22])([F:23])[F:21])[C:10]2[N:11]([C:13]([CH:26]=[O:27])=[C:14]([C:16]([O:18][CH3:19])=[O:17])[N:15]=2)[CH:12]=1, predict the reactants needed to synthesize it. The reactants are: O=P(Cl)(Cl)Cl.[Br:6][C:7]1[CH:8]=[C:9]([C:20]([F:23])([F:22])[F:21])[C:10]2[N:11]([CH:13]=[C:14]([C:16]([O:18][CH3:19])=[O:17])[N:15]=2)[CH:12]=1.CN(C)[CH:26]=[O:27]. (2) The reactants are: [CH3:1][C:2]([OH:13])([CH3:12])[CH2:3][N:4]1[CH:8]=[CH:7][C:6]([N+:9]([O-:11])=[O:10])=[N:5]1.CN(C)C=O.[CH2:19]([Si:21](Cl)([CH2:24][CH3:25])[CH2:22][CH3:23])[CH3:20].N1C=CN=C1. Given the product [CH3:12][C:2]([O:13][Si:21]([CH2:24][CH3:25])([CH2:22][CH3:23])[CH2:19][CH3:20])([CH3:1])[CH2:3][N:4]1[CH:8]=[CH:7][C:6]([N+:9]([O-:11])=[O:10])=[N:5]1, predict the reactants needed to synthesize it. (3) Given the product [CH3:40][C:20]1[NH:19][C:18]([CH3:17])=[C:23]([C:24]([O:26][C:42]([CH2:43][N:44]([CH2:45][CH2:46][CH:47]([C:54]2[CH:55]=[CH:56][CH:57]=[CH:58][CH:59]=2)[C:48]2[CH:49]=[CH:50][CH:51]=[CH:52][CH:53]=2)[CH3:60])([CH3:61])[CH3:41])=[O:25])[CH:22]([C:27]2[CH:32]=[CH:31][CH:30]=[C:29]([N+:33]([O-:35])=[O:34])[CH:28]=2)[C:21]=1[C:36]([O:38][CH3:39])=[O:37].[ClH:16], predict the reactants needed to synthesize it. The reactants are: C(N(CC)CC)C.C(OP([Cl:16])(OCC)=O)C.[CH3:17][C:18]1[NH:19][C:20]([CH3:40])=[C:21]([C:36]([O:38][CH3:39])=[O:37])[CH:22]([C:27]2[CH:32]=[CH:31][CH:30]=[C:29]([N+:33]([O-:35])=[O:34])[CH:28]=2)[C:23]=1[C:24]([OH:26])=[O:25].[CH3:41][C:42](O)([CH3:61])[CH2:43][N:44]([CH3:60])[CH2:45][CH2:46][CH:47]([C:54]1[CH:59]=[CH:58][CH:57]=[CH:56][CH:55]=1)[C:48]1[CH:53]=[CH:52][CH:51]=[CH:50][CH:49]=1.